Dataset: Catalyst prediction with 721,799 reactions and 888 catalyst types from USPTO. Task: Predict which catalyst facilitates the given reaction. (1) Reactant: Cl.Cl.[NH2:3][C@H:4]([C:6]1[N:7]([C:18]2[CH:23]=[CH:22][CH:21]=[CH:20][CH:19]=2)[C:8]2[C:14]([CH2:15][OH:16])=[C:13]([F:17])[CH:12]=[CH:11][C:9]=2[N:10]=1)[CH3:5].[NH2:24][C:25]1[C:30]([C:31]#[N:32])=[C:29](Cl)[N:28]=[CH:27][N:26]=1.CCN(C(C)C)C(C)C. Product: [NH2:24][C:25]1[C:30]([C:31]#[N:32])=[C:29]([NH:3][C@H:4]([C:6]2[N:7]([C:18]3[CH:23]=[CH:22][CH:21]=[CH:20][CH:19]=3)[C:8]3[C:14]([CH2:15][OH:16])=[C:13]([F:17])[CH:12]=[CH:11][C:9]=3[N:10]=2)[CH3:5])[N:28]=[CH:27][N:26]=1. The catalyst class is: 41. (2) Reactant: C[O:2][C:3]1[CH:8]=[C:7]([O:9]C)[CH:6]=[CH:5][C:4]=1[C:11]1[C:19]2[C:14](=[N:15][C:16]([NH2:20])=[N:17][CH:18]=2)[N:13]([CH3:21])[N:12]=1. Product: [NH2:20][C:16]1[N:15]=[C:14]2[N:13]([CH3:21])[N:12]=[C:11]([C:4]3[CH:5]=[CH:6][C:7]([OH:9])=[CH:8][C:3]=3[OH:2])[C:19]2=[CH:18][N:17]=1. The catalyst class is: 6. (3) Reactant: [CH3:1][C:2]1[CH:7]=[C:6]([OH:8])[C:5]2[C:9]([C:11]3[C:16]([OH:17])=[CH:15][C:14]([OH:18])=[CH:13][C:12]=3[C:19](=O)[C:4]=2[CH:3]=1)=[O:10].Cl. Product: [CH3:1][C:2]1[CH:7]=[C:6]([OH:8])[C:5]2[C:9]([C:11]3[C:16]([OH:17])=[CH:15][C:14]([OH:18])=[CH:13][C:12]=3[CH2:19][C:4]=2[CH:3]=1)=[O:10]. The catalyst class is: 15. (4) Reactant: COC1C=C(OC)C=CC=1C[N:6]([C:32]1[CH:37]=[CH:36][N:35]=[CH:34][N:33]=1)[S:7]([C:10]1[CH:15]=[C:14]([F:16])[C:13]([O:17][C@H:18]2[CH2:23][CH2:22][CH2:21][CH2:20][C@@H:19]2[C:24]2[N:28]([CH2:29][CH3:30])[N:27]=[CH:26][CH:25]=2)=[CH:12][C:11]=1[F:31])(=[O:9])=[O:8].C([SiH](CC)CC)C.FC(F)(F)C(O)=O. Product: [CH2:29]([N:28]1[C:24]([C@H:19]2[CH2:20][CH2:21][CH2:22][CH2:23][C@@H:18]2[O:17][C:13]2[C:14]([F:16])=[CH:15][C:10]([S:7]([NH:6][C:32]3[CH:37]=[CH:36][N:35]=[CH:34][N:33]=3)(=[O:8])=[O:9])=[C:11]([F:31])[CH:12]=2)=[CH:25][CH:26]=[N:27]1)[CH3:30]. The catalyst class is: 4. (5) Reactant: FC(F)(F)S(O[C:7]1[C:8]2[CH2:28][N:27]([C:29](=[O:31])[CH3:30])[CH2:26][CH2:25][C:9]=2[N:10]=[C:11]([NH:13][C:14]2[CH:19]=[CH:18][C:17]([C:20]3[O:24][CH:23]=[N:22][CH:21]=3)=[CH:16][CH:15]=2)[N:12]=1)(=O)=O.[NH:34]1[C:42]2[C:37](=[CH:38][CH:39]=[CH:40][CH:41]=2)[CH2:36][C@@H:35]1[CH2:43][OH:44]. Product: [OH:44][CH2:43][C@H:35]1[CH2:36][C:37]2[C:42](=[CH:41][CH:40]=[CH:39][CH:38]=2)[N:34]1[C:7]1[C:8]2[CH2:28][N:27]([C:29](=[O:31])[CH3:30])[CH2:26][CH2:25][C:9]=2[N:10]=[C:11]([NH:13][C:14]2[CH:15]=[CH:16][C:17]([C:20]3[O:24][CH:23]=[N:22][CH:21]=3)=[CH:18][CH:19]=2)[N:12]=1. The catalyst class is: 16. (6) Reactant: [Cl:1][C:2]1[CH:3]=[C:4]([N+:19]([O-])=O)[CH:5]=[CH:6][C:7]=1[O:8][C:9]1[CH:10]=[N:11][C:12]2[C:17]([CH:18]=1)=[CH:16][CH:15]=[CH:14][CH:13]=2.[NH4+].[Cl-].O. Product: [Cl:1][C:2]1[CH:3]=[C:4]([NH2:19])[CH:5]=[CH:6][C:7]=1[O:8][C:9]1[CH:10]=[N:11][C:12]2[C:17]([CH:18]=1)=[CH:16][CH:15]=[CH:14][CH:13]=2. The catalyst class is: 447. (7) Reactant: [OH:1][C:2]1[CH:11]=[CH:10][C:5]2[C:6](=[O:9])[CH2:7][O:8][C:4]=2[C:3]=1[CH2:12][N:13]1[CH2:18][CH2:17][N:16]([C:19]([O:21][C:22]([CH3:25])([CH3:24])[CH3:23])=[O:20])[CH2:15][CH2:14]1.[Cl:26][C:27]1[CH:32]=[CH:31][CH:30]=[C:29]([Cl:33])[C:28]=1[S:34]([N:37]1[C:45]2[C:40](=[CH:41][CH:42]=[CH:43][CH:44]=2)[C:39]([CH:46]=O)=[CH:38]1)(=[O:36])=[O:35].N1CCCCC1. Product: [Cl:26][C:27]1[CH:32]=[CH:31][CH:30]=[C:29]([Cl:33])[C:28]=1[S:34]([N:37]1[C:45]2[C:40](=[CH:41][CH:42]=[CH:43][CH:44]=2)[C:39](/[CH:46]=[C:7]2\[O:8][C:4]3[C:3]([CH2:12][N:13]4[CH2:14][CH2:15][N:16]([C:19]([O:21][C:22]([CH3:25])([CH3:24])[CH3:23])=[O:20])[CH2:17][CH2:18]4)=[C:2]([OH:1])[CH:11]=[CH:10][C:5]=3[C:6]\2=[O:9])=[CH:38]1)(=[O:36])=[O:35]. The catalyst class is: 5. (8) Reactant: [C:1]12([CH2:11][C:12]([NH:14][C:15]3[C:24]([CH3:25])=[CH:23][CH:22]=[C:21]4[C:16]=3[CH:17]=[CH:18][C:19]([N:26]3[CH2:30][CH2:29][C@@H:28]([OH:31])[CH2:27]3)=[N:20]4)=[O:13])[CH2:10][CH:5]3[CH2:6][CH:7]([CH2:9][CH:3]([CH2:4]3)[CH2:2]1)[CH2:8]2.C(N(CC)CC)C.[CH3:39][S:40](Cl)(=[O:42])=[O:41].C(=O)(O)[O-].[Na+]. Product: [CH3:39][S:40]([O:31][C@@H:28]1[CH2:29][CH2:30][N:26]([C:19]2[CH:18]=[CH:17][C:16]3[C:21](=[CH:22][CH:23]=[C:24]([CH3:25])[C:15]=3[NH:14][C:12](=[O:13])[CH2:11][C:1]34[CH2:2][CH:3]5[CH2:4][CH:5]([CH2:6][CH:7]([CH2:9]5)[CH2:8]3)[CH2:10]4)[N:20]=2)[CH2:27]1)(=[O:42])=[O:41]. The catalyst class is: 4.